From a dataset of Full USPTO retrosynthesis dataset with 1.9M reactions from patents (1976-2016). Predict the reactants needed to synthesize the given product. (1) Given the product [C:1]([O:4][C@@H:5]1[C@H:9]([O:10][C:11](=[O:13])[CH3:12])[C@@H:8]([C:14]2[O:18][N:17]=[C:16]([C:19]([CH3:22])([CH3:21])[CH3:20])[CH:15]=2)[O:7][C@H:6]1[N:23]1[CH:31]=[N:30][C:29]2[C:24]1=[N:25][CH:26]=[N:27][C:28]=2[NH:32][CH:33]1[CH2:38][CH2:37][NH:36][CH2:35][CH2:34]1)(=[O:3])[CH3:2], predict the reactants needed to synthesize it. The reactants are: [C:1]([O:4][C@@H:5]1[C@H:9]([O:10][C:11](=[O:13])[CH3:12])[C@@H:8]([C:14]2[O:18][N:17]=[C:16]([C:19]([CH3:22])([CH3:21])[CH3:20])[CH:15]=2)[O:7][C@H:6]1[N:23]1[CH:31]=[N:30][C:29]2[C:24]1=[N:25][CH:26]=[N:27][C:28]=2[NH:32][CH:33]1[CH2:38][CH2:37][N:36](C(OC(C)(C)C)=O)[CH2:35][CH2:34]1)(=[O:3])[CH3:2]. (2) Given the product [F:36][C:35]([F:38])([F:37])[S:32]([O:24][C:13]1[CH:12]=[C:11]2[C:16]([CH:17]=[N:18][C:9]([NH:8][C:4]3[CH:5]=[CH:6][CH:7]=[C:2]([F:1])[CH:3]=3)=[N:10]2)=[CH:15][C:14]=1[C:19]1[S:20][CH:21]=[CH:22][N:23]=1)(=[O:33])=[O:31], predict the reactants needed to synthesize it. The reactants are: [F:1][C:2]1[CH:3]=[C:4]([NH:8][C:9]2[N:18]=[CH:17][C:16]3[C:11](=[CH:12][C:13]([OH:24])=[C:14]([C:19]4[S:20][CH:21]=[CH:22][N:23]=4)[CH:15]=3)[N:10]=2)[CH:5]=[CH:6][CH:7]=1.C1([O:31][S:32]([C:35]([F:38])([F:37])[F:36])(=O)=[O:33])C=CC=CC=1.CCN(C(C)C)C(C)C. (3) Given the product [Br:1][C:2]1[CH:17]=[CH:16][C:5]([O:6][C:7]2[CH:15]=[CH:14][C:10]([CH2:11][NH2:12])=[CH:9][CH:8]=2)=[C:4]([Cl:18])[CH:3]=1, predict the reactants needed to synthesize it. The reactants are: [Br:1][C:2]1[CH:17]=[CH:16][C:5]([O:6][C:7]2[CH:15]=[CH:14][C:10]([CH:11]=[N:12]O)=[CH:9][CH:8]=2)=[C:4]([Cl:18])[CH:3]=1.[BH4-].[Na+]. (4) Given the product [CH3:16][O:15][C:7]1[CH:8]=[C:9]([N:17]2[CH:21]=[CH:20][CH:19]=[N:18]2)[CH:10]=[CH:11][C:6]=1[C:4]([O:3][CH2:1][CH3:2])=[O:5], predict the reactants needed to synthesize it. The reactants are: [CH2:1]([O:3][C:4]([C:6]1[CH:11]=[CH:10][C:9](B(O)O)=[CH:8][C:7]=1[O:15][CH3:16])=[O:5])[CH3:2].[NH:17]1[CH:21]=[CH:20][CH:19]=[N:18]1.N1C=CC=CC=1. (5) Given the product [CH3:10][O:11][C:12]1[C:13]([F:23])=[C:14]([C:18]([N+:1]([O-:4])=[O:2])=[C:19]([F:22])[C:20]=1[F:21])[C:15]([OH:17])=[O:16], predict the reactants needed to synthesize it. The reactants are: [N+:1]([O-:4])(O)=[O:2].OS(O)(=O)=O.[CH3:10][O:11][C:12]1[C:13]([F:23])=[C:14]([CH:18]=[C:19]([F:22])[C:20]=1[F:21])[C:15]([OH:17])=[O:16]. (6) Given the product [C:1]([O:5][C:6](=[O:7])[NH:8][C@@H:9]1[CH2:13][CH2:12][C@:11]([C@H:17]2[CH2:21][CH2:20][O:19][CH2:18]2)([C:14]([N:35]2[CH2:36][CH2:37][N:32]([C:28]3[CH:27]=[C:26]([C:25]([F:39])([F:24])[F:38])[CH:31]=[CH:30][N:29]=3)[CH2:33][CH2:34]2)=[O:16])[CH2:10]1)([CH3:2])([CH3:3])[CH3:4], predict the reactants needed to synthesize it. The reactants are: [C:1]([O:5][C:6]([NH:8][C@@H:9]1[CH2:13][CH2:12][C@:11]([C@H:17]2[CH2:21][CH2:20][O:19][CH2:18]2)([C:14]([OH:16])=O)[CH2:10]1)=[O:7])([CH3:4])([CH3:3])[CH3:2].Cl.Cl.[F:24][C:25]([F:39])([F:38])[C:26]1[CH:31]=[CH:30][N:29]=[C:28]([N:32]2[CH2:37][CH2:36][NH:35][CH2:34][CH2:33]2)[CH:27]=1.C(N(CC)CC)C.F[P-](F)(F)(F)(F)F.N1(OC(N(C)C)=[N+](C)C)C2C=CC=CC=2N=N1. (7) Given the product [CH3:18][O:19][C:20](=[O:31])[C:21]1[CH:26]=[C:25]([C:27]#[N:28])[CH:24]=[CH:23][C:22]=1[CH2:29][N:9]([CH2:8][C:3]1[C:2]([Cl:1])=[CH:7][CH:6]=[CH:5][N:4]=1)[CH2:10][C:11]1[C:16]([CH3:17])=[CH:15][CH:14]=[CH:13][N:12]=1, predict the reactants needed to synthesize it. The reactants are: [Cl:1][C:2]1[C:3]([CH2:8][NH:9][CH2:10][C:11]2[C:16]([CH3:17])=[CH:15][CH:14]=[CH:13][N:12]=2)=[N:4][CH:5]=[CH:6][CH:7]=1.[CH3:18][O:19][C:20](=[O:31])[C:21]1[CH:26]=[C:25]([C:27]#[N:28])[CH:24]=[CH:23][C:22]=1[CH2:29]Br.CCN(C(C)C)C(C)C. (8) The reactants are: O1[C:5]2([CH2:10][CH2:9][CH:8]([N:11]3[CH2:15][CH2:14][O:13][C:12]3=[O:16])[CH2:7][CH2:6]2)[O:4]CC1.C(=O)([O-])[O-].[Na+].[Na+]. Given the product [O:4]=[C:5]1[CH2:10][CH2:9][CH:8]([N:11]2[CH2:15][CH2:14][O:13][C:12]2=[O:16])[CH2:7][CH2:6]1, predict the reactants needed to synthesize it. (9) Given the product [OH:2][C:3]1[CH:4]=[C:5]([C:14]2[N:18]([C:19]3[CH:24]=[CH:23][C:22]([C:25]([F:27])([F:28])[F:26])=[CH:21][N+:20]=3[O-:29])[CH:17]=[N:16][CH:15]=2)[CH:6]=[C:7]([N+:11]([O-:13])=[O:12])[C:8]=1[OH:9], predict the reactants needed to synthesize it. The reactants are: C[O:2][C:3]1[CH:4]=[C:5]([C:14]2[N:18]([C:19]3[CH:24]=[CH:23][C:22]([C:25]([F:28])([F:27])[F:26])=[CH:21][N+:20]=3[O-:29])[CH:17]=[N:16][CH:15]=2)[CH:6]=[C:7]([N+:11]([O-:13])=[O:12])[C:8]=1[O:9]C.